This data is from Full USPTO retrosynthesis dataset with 1.9M reactions from patents (1976-2016). The task is: Predict the reactants needed to synthesize the given product. Given the product [NH2:1][C:2]1[C:3]([C:17]#[N:18])=[N:4][C:5]([C:9]2[CH:10]=[N:11][C:12]([O:15][CH3:16])=[CH:13][CH:14]=2)=[C:6]([Cl:21])[N:7]=1, predict the reactants needed to synthesize it. The reactants are: [NH2:1][C:2]1[C:3]([C:17]#[N:18])=[N:4][C:5]([C:9]2[CH:10]=[N:11][C:12]([O:15][CH3:16])=[CH:13][CH:14]=2)=[CH:6][N+:7]=1[O-].P(Cl)(Cl)([Cl:21])=O.O.